Dataset: Forward reaction prediction with 1.9M reactions from USPTO patents (1976-2016). Task: Predict the product of the given reaction. (1) Given the reactants [CH2:1]([N:4]([CH2:33][CH2:34][CH3:35])[C:5]([C:7]1=[CH:8][C:9]2[CH:25]=[CH:24][C:23]([C:26]3[CH:31]=[CH:30][C:29]([OH:32])=[CH:28][CH:27]=3)=[CH:22][C:10]=2[N:11]=[C:12]([NH:14]C(=O)OC(C)(C)C)[CH2:13]1)=[O:6])[CH2:2][CH3:3].C(O)(C(F)(F)F)=O, predict the reaction product. The product is: [NH2:14][C:12]1[CH2:13][C:7]([C:5]([N:4]([CH2:33][CH2:34][CH3:35])[CH2:1][CH2:2][CH3:3])=[O:6])=[CH:8][C:9]2[CH:25]=[CH:24][C:23]([C:26]3[CH:31]=[CH:30][C:29]([OH:32])=[CH:28][CH:27]=3)=[CH:22][C:10]=2[N:11]=1. (2) Given the reactants C(N(CC)CC)C.[Cl:8][C:9]1[C:10](O)=[CH:11][CH:12]=[C:13]2[C:18]=1[N:17]=[C:16](C)[CH:15]=[CH:14]2.[CH3:21][O:22][CH2:23]Cl, predict the reaction product. The product is: [Cl:8][C:9]1[C:10]([CH2:21][O:22][CH3:23])=[CH:11][CH:12]=[C:13]2[C:18]=1[N:17]=[CH:16][CH:15]=[CH:14]2. (3) Given the reactants [F:1][C:2]1[C:11]2[C:6](=[CH:7][CH:8]=[CH:9][CH:10]=2)[C:5]([C@H:12]([NH2:14])[CH3:13])=[CH:4][CH:3]=1.[O:15]=[C:16]1[C:25]2[C:20](=[CH:21][CH:22]=[CH:23][CH:24]=2)[CH2:19][C@@H:18]([CH2:26][CH:27]=O)[CH2:17]1.C(O)(=O)C.C([BH3-])#N.[Na+].C([O-])(O)=O.[Na+], predict the reaction product. The product is: [F:1][C:2]1[C:11]2[C:6](=[CH:7][CH:8]=[CH:9][CH:10]=2)[C:5]([C@H:12]([NH:14][CH2:27][CH2:26][C@@H:18]2[CH2:19][C:20]3[C:25](=[CH:24][CH:23]=[CH:22][CH:21]=3)[C:16](=[O:15])[CH2:17]2)[CH3:13])=[CH:4][CH:3]=1. (4) Given the reactants Cl[C:2]1[N:7]=[CH:6][N:5]=[C:4]([C:8]([N:10]2[C:18]3[C:13](=[CH:14][C:15]([F:19])=[CH:16][CH:17]=3)[CH2:12][CH2:11]2)=[O:9])[CH:3]=1.[NH:20]1[CH2:25][CH2:24][CH:23]([N:26]2[CH2:31][C:30]3[CH:32]=[N:33][CH:34]=[CH:35][C:29]=3[NH:28][C:27]2=[O:36])[CH2:22][CH2:21]1.CCN(C(C)C)C(C)C, predict the reaction product. The product is: [F:19][C:15]1[CH:14]=[C:13]2[C:18](=[CH:17][CH:16]=1)[N:10]([C:8]([C:4]1[N:5]=[CH:6][N:7]=[C:2]([N:20]3[CH2:21][CH2:22][CH:23]([N:26]4[CH2:31][C:30]5[CH:32]=[N:33][CH:34]=[CH:35][C:29]=5[NH:28][C:27]4=[O:36])[CH2:24][CH2:25]3)[CH:3]=1)=[O:9])[CH2:11][CH2:12]2. (5) Given the reactants [C:1]1(/[CH:7]=[N:8]/[C:9]2[NH:10][CH:11]=[CH:12][N:13]=2)[CH:6]=[CH:5][CH:4]=[CH:3][CH:2]=1.[CH3:14][C:15]([O-])(C)[CH3:16].[K+].ICCC, predict the reaction product. The product is: [C:1]1(/[CH:7]=[N:8]/[C:9]2[N:13]([CH2:14][CH2:15][CH3:16])[CH:12]=[CH:11][N:10]=2)[CH:2]=[CH:3][CH:4]=[CH:5][CH:6]=1. (6) The product is: [NH:13]([C:2]1[CH:11]=[C:10]([CH3:12])[C:9]2[C:4](=[CH:5][CH:6]=[CH:7][CH:8]=2)[N:3]=1)[NH2:14]. Given the reactants Cl[C:2]1[CH:11]=[C:10]([CH3:12])[C:9]2[C:4](=[CH:5][CH:6]=[CH:7][CH:8]=2)[N:3]=1.[NH2:13][NH2:14], predict the reaction product. (7) Given the reactants [CH3:1][C:2]([O:5][C:6]([NH:8][NH:9][CH:10]1[CH2:15][CH2:14][N:13]([C:16]([O:18][CH2:19][C:20]2[CH:25]=[CH:24][CH:23]=[CH:22][CH:21]=2)=[O:17])[CH2:12][CH2:11]1)=[O:7])([CH3:4])[CH3:3].[Br:26][C:27]1[C:28](Cl)=[N:29][C:30]([Cl:33])=[N:31][CH:32]=1.CCN(C(C)C)C(C)C, predict the reaction product. The product is: [Br:26][C:27]1[C:28]([N:9]([CH:10]2[CH2:11][CH2:12][N:13]([C:16]([O:18][CH2:19][C:20]3[CH:21]=[CH:22][CH:23]=[CH:24][CH:25]=3)=[O:17])[CH2:14][CH2:15]2)[NH:8][C:6]([O:5][C:2]([CH3:1])([CH3:3])[CH3:4])=[O:7])=[N:29][C:30]([Cl:33])=[N:31][CH:32]=1.